Dataset: Reaction yield outcomes from USPTO patents with 853,638 reactions. Task: Predict the reaction yield, written as a fraction of the theoretical maximum amount of product (1.0 means a 100% yield; for example, 0.34 means a 34% yield). (1) The reactants are [O:1]=[C:2]1[CH:7]=[C:6]([O:8][CH:9]2[CH2:14][CH2:13][N:12]([C:15]([O:17][C:18]([CH3:21])([CH3:20])[CH3:19])=[O:16])[CH2:11][CH2:10]2)[CH:5]=[CH:4][NH:3]1.CN(C=O)C.[H-].[Na+].[F:29][C:30]1[CH:31]=[C:32]([CH:35]=[CH:36][C:37]=1F)[C:33]#[N:34]. The catalyst is CCOC(C)=O.O. The product is [C:33]([C:32]1[CH:35]=[CH:36][C:37]([N:3]2[CH:4]=[CH:5][C:6]([O:8][CH:9]3[CH2:14][CH2:13][N:12]([C:15]([O:17][C:18]([CH3:21])([CH3:20])[CH3:19])=[O:16])[CH2:11][CH2:10]3)=[CH:7][C:2]2=[O:1])=[C:30]([F:29])[CH:31]=1)#[N:34]. The yield is 0.587. (2) The reactants are O(CC)[C:2]([S-])=[S:3].[K+].[NH2:8][C:9]1[CH:14]=[C:13]([Br:15])[CH:12]=[CH:11][C:10]=1[OH:16]. The yield is 0.900. The catalyst is CCO. The product is [Br:15][C:13]1[CH:12]=[CH:11][C:10]2[O:16][C:2](=[S:3])[NH:8][C:9]=2[CH:14]=1.